Predict the reaction yield, written as a fraction of the theoretical maximum amount of product (1.0 means a 100% yield; for example, 0.34 means a 34% yield). From a dataset of Reaction yield outcomes from USPTO patents with 853,638 reactions. The reactants are [N:1]1([C:7]2[C:8]3[CH:25]=[CH:24][N:23]([CH2:26][C:27]([F:30])([F:29])[F:28])[C:9]=3[N:10]=[C:11]([C:13]3[CH:22]=[CH:21][C:16]4[NH:17][C:18]([NH2:20])=[N:19][C:15]=4[CH:14]=3)[N:12]=2)[CH2:6][CH2:5][O:4][CH2:3][CH2:2]1.[C:31]([O-])([O-])=O.[K+].[K+].IC. The catalyst is CC(C)=O. The product is [CH3:31][NH:20][C:18]1[NH:17][C:16]2[CH:21]=[CH:22][C:13]([C:11]3[N:12]=[C:7]([N:1]4[CH2:6][CH2:5][O:4][CH2:3][CH2:2]4)[C:8]4[CH:25]=[CH:24][N:23]([CH2:26][C:27]([F:29])([F:30])[F:28])[C:9]=4[N:10]=3)=[CH:14][C:15]=2[N:19]=1. The yield is 0.290.